This data is from Full USPTO retrosynthesis dataset with 1.9M reactions from patents (1976-2016). The task is: Predict the reactants needed to synthesize the given product. (1) Given the product [NH:9]([CH:10]1[CH2:15][N:14]([C:16]([O:18][CH2:19][C:20]2[CH:25]=[CH:24][CH:23]=[CH:22][CH:21]=2)=[O:17])[CH:13]([CH3:26])[CH2:12][CH2:11]1)[NH2:8], predict the reactants needed to synthesize it. The reactants are: C(OC([NH:8][NH:9][CH:10]1[CH2:15][N:14]([C:16]([O:18][CH2:19][C:20]2[CH:25]=[CH:24][CH:23]=[CH:22][CH:21]=2)=[O:17])[CH:13]([CH3:26])[CH2:12][CH2:11]1)=O)(C)(C)C.FC(F)(F)C(O)=O. (2) The reactants are: CO[C:3](=[O:12])[C:4]1[CH:9]=[CH:8][CH:7]=[CH:6][C:5]=1[CH2:10]Br.[CH2:13]([O:15][C:16](=[O:27])[CH2:17][CH2:18][CH2:19][C:20]1[CH:25]=[CH:24][C:23]([NH2:26])=[CH:22][CH:21]=1)[CH3:14].NC1C=CC=CC=1. Given the product [CH2:13]([O:15][C:16](=[O:27])[CH2:17][CH2:18][CH2:19][C:20]1[CH:21]=[CH:22][C:23]([N:26]2[CH2:10][C:5]3[C:4](=[CH:9][CH:8]=[CH:7][CH:6]=3)[C:3]2=[O:12])=[CH:24][CH:25]=1)[CH3:14], predict the reactants needed to synthesize it. (3) Given the product [CH3:1][S:2]([C:5]1[CH:6]=[C:7]([N:11]2[CH2:16][CH2:15][N:14]([CH2:24][CH2:25][CH3:26])[CH2:13][CH2:12]2)[CH:8]=[CH:9][CH:10]=1)(=[O:3])=[O:4], predict the reactants needed to synthesize it. The reactants are: [CH3:1][S:2]([C:5]1[CH:6]=[C:7]([N:11]2[CH2:16][CH2:15][NH:14][CH2:13][CH2:12]2)[CH:8]=[CH:9][CH:10]=1)(=[O:4])=[O:3].C([O-])([O-])=O.[K+].[K+].I[CH2:24][CH2:25][CH3:26]. (4) Given the product [N:10]1([C:8]([C:5]2[CH:6]=[CH:7][C:2]([B:18]3[O:19][C:20]([CH3:22])([CH3:21])[C:16]([CH3:32])([CH3:15])[O:17]3)=[CH:3][CH:4]=2)=[O:9])[CH2:14][CH2:13][CH2:12][CH2:11]1, predict the reactants needed to synthesize it. The reactants are: Br[C:2]1[CH:7]=[CH:6][C:5]([C:8]([N:10]2[CH2:14][CH2:13][CH2:12][CH2:11]2)=[O:9])=[CH:4][CH:3]=1.[CH3:15][C:16]1([CH3:32])[C:20]([CH3:22])([CH3:21])[O:19][B:18]([B:18]2[O:19][C:20]([CH3:22])([CH3:21])[C:16]([CH3:32])([CH3:15])[O:17]2)[O:17]1.C(O[K])(C)=O.CCOC(C)=O. (5) Given the product [NH:2]1[CH:6]=[N:5][C:4]([S:7]([NH2:1])(=[O:9])=[O:8])=[N:3]1, predict the reactants needed to synthesize it. The reactants are: [NH3:1].[NH:2]1[CH:6]=[N:5][C:4]([S:7](Cl)(=[O:9])=[O:8])=[N:3]1. (6) Given the product [Cl:18][CH:11]=[C:9]1[CH2:10][C:5]([CH3:14])([CH3:4])[CH2:6][CH2:7][C:8]1=[O:13], predict the reactants needed to synthesize it. The reactants are: CC#N.[CH3:4][C:5]1([CH3:14])[CH2:10][CH:9]([CH:11]=O)[C:8](=[O:13])[CH2:7][CH2:6]1.C(Cl)(=O)C([Cl:18])=O.[OH-].[Na+].